This data is from Full USPTO retrosynthesis dataset with 1.9M reactions from patents (1976-2016). The task is: Predict the reactants needed to synthesize the given product. (1) Given the product [CH3:44][C:28]1[C:29]([C:31]([N:33]2[CH2:38][CH2:37][CH:36]([N:39]3[CH2:43][CH2:42][CH2:41][CH2:40]3)[CH2:35][CH2:34]2)=[O:32])=[N:30][C:25]([C:59]2[CH:58]=[N:57][N:56]([CH3:55])[CH:60]=2)=[C:26]([C:45]2[CH:50]=[CH:49][CH:48]=[C:47]([C:51]([F:54])([F:53])[F:52])[CH:46]=2)[CH:27]=1, predict the reactants needed to synthesize it. The reactants are: COC(=O)C1C(C)=CC(C2C=CC=C(C(F)(F)F)C=2)=NC=1OC.Cl[C:25]1[N:30]=[C:29]([C:31]([N:33]2[CH2:38][CH2:37][CH:36]([N:39]3[CH2:43][CH2:42][CH2:41][CH2:40]3)[CH2:35][CH2:34]2)=[O:32])[C:28]([CH3:44])=[CH:27][C:26]=1[C:45]1[CH:50]=[CH:49][CH:48]=[C:47]([C:51]([F:54])([F:53])[F:52])[CH:46]=1.[CH3:55][N:56]1[CH:60]=[C:59](B2OC(C)(C)C(C)(C)O2)[CH:58]=[N:57]1. (2) The reactants are: [NH2:1][C:2]1[CH:3]=[CH:4][C:5]([C:8]2[N:13]=[C:12]([OH:14])[C:11]([CH2:15][CH3:16])=[C:10]([CH3:17])[N:9]=2)=[N:6][CH:7]=1.C(N(CC)CC)C.[Cl:25][CH2:26][C:27](Cl)=[O:28]. Given the product [Cl:25][CH2:26][C:27]([NH:1][C:2]1[CH:7]=[N:6][C:5]([C:8]2[N:13]=[C:12]([OH:14])[C:11]([CH2:15][CH3:16])=[C:10]([CH3:17])[N:9]=2)=[CH:4][CH:3]=1)=[O:28], predict the reactants needed to synthesize it.